From a dataset of Catalyst prediction with 721,799 reactions and 888 catalyst types from USPTO. Predict which catalyst facilitates the given reaction. (1) Reactant: [CH2:1]([O:3][C:4](=[O:19])[CH2:5][C:6]1[C:15]2[C:10](=[CH:11][CH:12]=[CH:13][CH:14]=2)[CH:9]=[C:8]([N+:16]([O-])=O)[CH:7]=1)[CH3:2]. Product: [CH2:1]([O:3][C:4](=[O:19])[CH2:5][C:6]1[C:15]2[C:10](=[CH:11][CH:12]=[CH:13][CH:14]=2)[CH:9]=[C:8]([NH2:16])[CH:7]=1)[CH3:2]. The catalyst class is: 50. (2) Reactant: [CH3:1][C:2]1[C:7]([C:8]2[CH:16]=[CH:15][C:14]([OH:17])=[C:13]3[C:9]=2[CH:10]=[CH:11][NH:12]3)=[C:6]([CH3:18])[N:5]=[CH:4][N:3]=1.Cl[C:20]1[C:25]2[CH:26]=[CH:27][O:28][C:24]=2[CH:23]=[CH:22][N:21]=1.C(=O)([O-])[O-].[Cs+].[Cs+]. Product: [CH3:1][C:2]1[C:7]([C:8]2[CH:16]=[CH:15][C:14]([O:17][C:20]3[C:25]4[CH:26]=[CH:27][O:28][C:24]=4[CH:23]=[CH:22][N:21]=3)=[C:13]3[C:9]=2[CH:10]=[CH:11][NH:12]3)=[C:6]([CH3:18])[N:5]=[CH:4][N:3]=1. The catalyst class is: 16. (3) Reactant: [Cl:1][C:2]1[CH:3]=[C:4]([C@@H:8]([OH:33])[CH2:9][N:10]([CH2:14][CH2:15][C:16]2[CH:21]=[CH:20][C:19]([S:22]([C:25]3[CH:30]=[CH:29][CH:28]=[C:27]([CH:31]=O)[CH:26]=3)(=[O:24])=[O:23])=[CH:18][CH:17]=2)[C:11](=[O:13])[O-:12])[CH:5]=[CH:6][CH:7]=1.[S:34]1[CH2:38][C:37](=[O:39])[NH:36][C:35]1=[O:40].[C:41]([O-])(=O)C.[NH4+].[CH:46]1[CH:51]=[CH:50]C=CC=1. Product: [Cl:1][C:2]1[CH:3]=[C:4]([C@@H:8]([OH:33])[CH2:9][N:10]([CH2:14][CH2:15][C:16]2[CH:17]=[CH:18][C:19]([S:22]([C:25]3[CH:30]=[CH:29][CH:28]=[C:27](/[CH:31]=[C:38]4/[C:37](=[O:39])[NH:36][C:35](=[O:40])[S:34]/4)[CH:26]=3)(=[O:24])=[O:23])=[CH:20][CH:21]=2)[C:11](=[O:13])[O:12][C:51]([CH3:50])([CH3:46])[CH3:41])[CH:5]=[CH:6][CH:7]=1. The catalyst class is: 15. (4) Reactant: [N:1]([CH2:4][C:5]1[CH:6]=[CH:7][C:8]([C:11]([F:14])([F:13])[F:12])=[N:9][CH:10]=1)=[N+]=[N-].[H-].[H-].[H-].[H-].[Li+].[Al+3]. Product: [F:13][C:11]([F:12])([F:14])[C:8]1[N:9]=[CH:10][C:5]([CH2:4][NH2:1])=[CH:6][CH:7]=1. The catalyst class is: 1. (5) Reactant: [NH2:1][C:2]1[CH:7]=[CH:6][C:5]([C:8]2[O:12][C:11]([CH3:14])([CH3:13])[C:10](=[O:15])[C:9]=2[C:16]2[CH:21]=[CH:20][C:19]([O:22][CH2:23][C:24]3[CH:33]=[CH:32][C:31]4[C:26](=[CH:27][CH:28]=[CH:29][CH:30]=4)[N:25]=3)=[CH:18][CH:17]=2)=[CH:4][CH:3]=1.[CH3:34][S:35](Cl)(=[O:37])=[O:36]. Product: [CH3:14][C:11]1([CH3:13])[O:12][C:8]([C:5]2[CH:6]=[CH:7][C:2]([N:1]([S:35]([CH3:34])(=[O:37])=[O:36])[S:35]([CH3:34])(=[O:37])=[O:36])=[CH:3][CH:4]=2)=[C:9]([C:16]2[CH:21]=[CH:20][C:19]([O:22][CH2:23][C:24]3[CH:33]=[CH:32][C:31]4[C:26](=[CH:27][CH:28]=[CH:29][CH:30]=4)[N:25]=3)=[CH:18][CH:17]=2)[C:10]1=[O:15]. The catalyst class is: 34. (6) Reactant: [C:1]([C:5]1[CH:9]=[C:8]([NH:10][C:11]2[C:12]([C:17]([OH:19])=[O:18])=[N:13][CH:14]=[CH:15][CH:16]=2)[N:7]([C:20]2[C:25]([CH3:26])=[CH:24][CH:23]=[CH:22][C:21]=2[CH3:27])[N:6]=1)([CH3:4])([CH3:3])[CH3:2].C(O)(=O)C.[Cl:32]CCl.ClN1C(=O)CCC1=O.[OH-].[K+]. Product: [C:1]([C:5]1[C:9]([Cl:32])=[C:8]([NH:10][C:11]2[C:12]([C:17]([OH:19])=[O:18])=[N:13][CH:14]=[CH:15][CH:16]=2)[N:7]([C:20]2[C:25]([CH3:26])=[CH:24][CH:23]=[CH:22][C:21]=2[CH3:27])[N:6]=1)([CH3:4])([CH3:3])[CH3:2]. The catalyst class is: 6. (7) Reactant: [F:1][C:2]1[CH:7]=[CH:6][C:5]([C@@H:8]2[CH2:12][N:11]([S:13]([C:16]3[N:17]=[CH:18][N:19]([CH3:21])[CH:20]=3)(=[O:15])=[O:14])[CH2:10][C@H:9]2[OH:22])=[CH:4][CH:3]=1.CC(OI1(OC(C)=O)(OC(C)=O)OC(=O)C2C=CC=CC1=2)=O. Product: [F:1][C:2]1[CH:7]=[CH:6][C:5]([CH:8]2[CH2:12][N:11]([S:13]([C:16]3[N:17]=[CH:18][N:19]([CH3:21])[CH:20]=3)(=[O:15])=[O:14])[CH2:10][C:9]2=[O:22])=[CH:4][CH:3]=1. The catalyst class is: 4. (8) Reactant: [N+:1]([C:4]1[CH:9]=[CH:8][CH:7]=[CH:6][C:5]=1[C:10]1[C:15]2[O:16][C:17]3[CH:22]=[CH:21][CH:20]=[CH:19][C:18]=3[C:14]=2[CH:13]=[CH:12][CH:11]=1)([O-])=O.P(OCC)(OCC)OCC. Product: [CH:22]1[C:17]2[O:16][C:15]3[C:10]4[C:5]5[C:4]([NH:1][C:11]=4[CH:12]=[CH:13][C:14]=3[C:18]=2[CH:19]=[CH:20][CH:21]=1)=[CH:9][CH:8]=[CH:7][CH:6]=5. The catalyst class is: 262.